This data is from CYP3A4 inhibition data for predicting drug metabolism from PubChem BioAssay. The task is: Regression/Classification. Given a drug SMILES string, predict its absorption, distribution, metabolism, or excretion properties. Task type varies by dataset: regression for continuous measurements (e.g., permeability, clearance, half-life) or binary classification for categorical outcomes (e.g., BBB penetration, CYP inhibition). Dataset: cyp3a4_veith. The drug is Clc1ccc(-c2nnc(-c3ccc(Br)cc3)c(N3CCSCC3)n2)cc1. The result is 0 (non-inhibitor).